From a dataset of Peptide-MHC class I binding affinity with 185,985 pairs from IEDB/IMGT. Regression. Given a peptide amino acid sequence and an MHC pseudo amino acid sequence, predict their binding affinity value. This is MHC class I binding data. (1) The peptide sequence is LLTQSNAGF. The MHC is HLA-A31:01 with pseudo-sequence HLA-A31:01. The binding affinity (normalized) is 0.0847. (2) The peptide sequence is VYQFKSVEF. The binding affinity (normalized) is 0.106. The MHC is HLA-B07:02 with pseudo-sequence HLA-B07:02. (3) The peptide sequence is LSVYGIYCTLY. The MHC is Mamu-A02 with pseudo-sequence Mamu-A02. The binding affinity (normalized) is 0.591.